Dataset: HIV replication inhibition screening data with 41,000+ compounds from the AIDS Antiviral Screen. Task: Binary Classification. Given a drug SMILES string, predict its activity (active/inactive) in a high-throughput screening assay against a specified biological target. (1) The drug is O=S(=O)(O)c1cc2c(c(S(=O)(=O)O)c1)O[Sb]1([Na])(O2)Oc2cc(S(=O)(=O)O)cc(S(=O)(=O)O)c2O1. The result is 0 (inactive). (2) The compound is CCC=CCC=CCC=CCC=CCCC(=O)OC(COC(=O)CCCCCCCC=CCC=CCC=CCC)COC1OC(CO)C(O)C(O)C1O. The result is 0 (inactive). (3) The drug is CCCCc1ccc(C#CC#Cc2ccc(CCCC)s2)s1. The result is 0 (inactive).